The task is: Predict the reactants needed to synthesize the given product.. This data is from Full USPTO retrosynthesis dataset with 1.9M reactions from patents (1976-2016). (1) The reactants are: C([O:4][CH2:5][CH:6]1[N:11]([C:12]([O:14][C:15]([CH3:18])([CH3:17])[CH3:16])=[O:13])[CH2:10][C:9]2[C:19]3[CH:25]=[C:24]([S:26]([C:29]4[CH:34]=[CH:33][CH:32]=[CH:31][CH:30]=4)(=[O:28])=[O:27])[CH:23]=[C:22]([Cl:35])[C:20]=3[O:21][C:8]=2[CH2:7]1)(=O)C.O.[OH-].[Li+]. Given the product [Cl:35][C:22]1[C:20]2[O:21][C:8]3[CH2:7][CH:6]([CH2:5][OH:4])[N:11]([C:12]([O:14][C:15]([CH3:18])([CH3:17])[CH3:16])=[O:13])[CH2:10][C:9]=3[C:19]=2[CH:25]=[C:24]([S:26]([C:29]2[CH:34]=[CH:33][CH:32]=[CH:31][CH:30]=2)(=[O:28])=[O:27])[CH:23]=1, predict the reactants needed to synthesize it. (2) Given the product [CH3:13][O:21][C:9]([CH:6]1[CH2:7][CH2:8][CH:3]([CH2:11][OH:12])[CH2:4][CH2:5]1)=[O:10].[CH2:13]([O:10][CH2:9][CH:6]1[CH2:7][CH2:8][CH:3]([CH2:11][OH:12])[CH2:4][CH2:5]1)[C:14]1[CH:19]=[CH:18][CH:17]=[CH:16][CH:15]=1, predict the reactants needed to synthesize it. The reactants are: [H-].[Na+].[C@H:3]1([CH2:11][OH:12])[CH2:8][CH2:7][C@H:6]([CH2:9][OH:10])[CH2:5][CH2:4]1.[CH2:13](Br)[C:14]1[CH:19]=[CH:18][CH:17]=[CH:16][CH:15]=1.[OH2:21].